Dataset: Full USPTO retrosynthesis dataset with 1.9M reactions from patents (1976-2016). Task: Predict the reactants needed to synthesize the given product. Given the product [N:11]1([C:16]2[CH:17]=[C:18]([NH:22][C:23]3[S:24][C:2]([C:5]4[CH:10]=[CH:9][CH:8]=[CH:7][CH:6]=4)=[CH:3][N:25]=3)[CH:19]=[CH:20][CH:21]=2)[CH:15]=[CH:14][N:13]=[CH:12]1, predict the reactants needed to synthesize it. The reactants are: Br[CH:2]([C:5]1[CH:10]=[CH:9][CH:8]=[CH:7][CH:6]=1)[CH:3]=O.[N:11]1([C:16]2[CH:17]=[C:18]([NH:22][C:23]([NH2:25])=[S:24])[CH:19]=[CH:20][CH:21]=2)[CH:15]=[CH:14][N:13]=[CH:12]1.C(OCC)(=O)C.C(=O)([O-])[O-].[K+].[K+].